This data is from Full USPTO retrosynthesis dataset with 1.9M reactions from patents (1976-2016). The task is: Predict the reactants needed to synthesize the given product. (1) Given the product [F:36][C:2]([F:1])([F:35])[C:3]1[C:7]([C:8](=[O:9])[NH:10][CH:11]2[CH2:16][CH2:15][C:14](=[CH:17][C:18]3[CH:23]=[CH:22][CH:21]=[C:20]([O:24][C:25]4[CH:30]=[CH:29][C:28]([C:31]([F:32])([F:33])[F:34])=[CH:27][N:26]=4)[CH:19]=3)[CH2:13][CH2:12]2)=[CH:6][N:5]([CH2:38][C:39]([O:41][CH2:42][CH3:43])=[O:40])[N:4]=1, predict the reactants needed to synthesize it. The reactants are: [F:1][C:2]([F:36])([F:35])[C:3]1[C:7]([C:8]([NH:10][CH:11]2[CH2:16][CH2:15][C:14](=[CH:17][C:18]3[CH:23]=[CH:22][CH:21]=[C:20]([O:24][C:25]4[CH:30]=[CH:29][C:28]([C:31]([F:34])([F:33])[F:32])=[CH:27][N:26]=4)[CH:19]=3)[CH2:13][CH2:12]2)=[O:9])=[CH:6][NH:5][N:4]=1.Br[CH2:38][C:39]([O:41][CH2:42][CH3:43])=[O:40].C(=O)([O-])[O-].[K+].[K+]. (2) The reactants are: O.[OH-].[Li+:3].[C:4]([N:7]1[C:15]2[C:10](=[CH:11][C:12]([CH2:16][CH2:17][N:18]3[CH2:23][CH2:22][N:21]([C:24]4[C:32]5[O:31][C:30]([C:33]([O:35]CC)=[O:34])=[CH:29][C:28]=5[CH:27]=[CH:26][CH:25]=4)[CH2:20][CH2:19]3)=[CH:13][CH:14]=2)[CH2:9][CH2:8]1)(=[O:6])[CH3:5]. Given the product [C:4]([N:7]1[C:15]2[C:10](=[CH:11][C:12]([CH2:16][CH2:17][N:18]3[CH2:19][CH2:20][N:21]([C:24]4[C:32]5[O:31][C:30]([C:33]([O-:35])=[O:34])=[CH:29][C:28]=5[CH:27]=[CH:26][CH:25]=4)[CH2:22][CH2:23]3)=[CH:13][CH:14]=2)[CH2:9][CH2:8]1)(=[O:6])[CH3:5].[Li+:3], predict the reactants needed to synthesize it. (3) Given the product [C:12]([O:16][C:17](=[O:18])[NH:19][C@@H:20]([CH2:26][O:27][CH2:28][C:29]1[CH:30]=[CH:31][CH:32]=[CH:33][CH:34]=1)[CH2:21][O:22][CH2:23][C:24](=[O:25])[C:2]1[CH:7]=[C:6]([F:8])[C:5]([F:9])=[C:4]([F:10])[CH:3]=1)([CH3:15])([CH3:13])[CH3:14], predict the reactants needed to synthesize it. The reactants are: Br[C:2]1[CH:7]=[C:6]([F:8])[C:5]([F:9])=[C:4]([F:10])[CH:3]=1.[Mg].[C:12]([O:16][C:17]([N:19]1[C:24](=[O:25])[CH2:23][O:22][CH2:21][C@@H:20]1[CH2:26][O:27][CH2:28][C:29]1[CH:34]=[CH:33][CH:32]=[CH:31][CH:30]=1)=[O:18])([CH3:15])([CH3:14])[CH3:13].[Cl-].[NH4+]. (4) Given the product [Cl:21][CH2:22][CH2:23][CH2:24][CH2:25][CH:26]([C:27]1[NH:56][N:55]=[C:17]([NH:16][C:6]2[CH:7]=[CH:8][C:9]([N:10]3[CH:14]=[N:13][C:12]([CH3:15])=[N:11]3)=[C:4]([O:3][CH3:2])[CH:5]=2)[N:18]=1)[C:30]1[CH:31]=[CH:32][C:33]([O:36][CH2:37][CH3:38])=[CH:34][CH:35]=1, predict the reactants needed to synthesize it. The reactants are: I.[CH3:2][O:3][C:4]1[CH:5]=[C:6]([NH:16][C:17](SC)=[NH:18])[CH:7]=[CH:8][C:9]=1[N:10]1[CH:14]=[N:13][C:12]([CH3:15])=[N:11]1.[Cl:21][CH2:22][CH2:23][CH2:24][CH2:25][CH:26]([C:30]1[CH:35]=[CH:34][C:33]([O:36][CH2:37][CH3:38])=[CH:32][CH:31]=1)[C:27](O)=O.CN1CCOCC1.C(N(CC)C(C)C)(C)C.[NH2:55][NH2:56]. (5) Given the product [Cl:19][C:15]1[CH:14]=[C:13]([C:11]2[N:12]=[C:7]([NH:28][C:29]3[CH:30]=[CH:31][C:32]([CH2:35][C:36]([O:38][CH2:39][CH3:40])=[O:37])=[CH:33][CH:34]=3)[C:8]3[S:23](=[O:25])(=[O:24])[CH2:22][CH2:21][CH2:20][C:9]=3[N:10]=2)[CH:18]=[CH:17][CH:16]=1, predict the reactants needed to synthesize it. The reactants are: FC(F)(F)S(O[C:7]1[C:8]2[S:23](=[O:25])(=[O:24])[CH2:22][CH2:21][CH2:20][C:9]=2[N:10]=[C:11]([C:13]2[CH:18]=[CH:17][CH:16]=[C:15]([Cl:19])[CH:14]=2)[N:12]=1)(=O)=O.[NH2:28][C:29]1[CH:34]=[CH:33][C:32]([CH2:35][C:36]([O:38][CH2:39][CH3:40])=[O:37])=[CH:31][CH:30]=1. (6) Given the product [C:6]([C:5]1[CH:8]=[CH:9][C:2]([N:20]2[CH:21]=[C:17]([CH3:16])[N:18]=[CH:19]2)=[C:3]([O:10][CH2:11][C:12]([F:15])([F:14])[F:13])[CH:4]=1)#[CH:22], predict the reactants needed to synthesize it. The reactants are: F[C:2]1[CH:9]=[CH:8][C:5]([CH:6]=O)=[CH:4][C:3]=1[O:10][CH2:11][C:12]([F:15])([F:14])[F:13].[CH3:16][C:17]1[N:18]=[CH:19][NH:20][CH:21]=1.[C:22]([O-])([O-])=O.[K+].[K+].[N+](=C(P(=O)(OC)OC)C(=O)C)=[N-].